Task: Predict the product of the given reaction.. Dataset: Forward reaction prediction with 1.9M reactions from USPTO patents (1976-2016) (1) Given the reactants Br[C:2]1[S:3][C:4]([S:7][CH3:8])=[N:5][N:6]=1.CC1(C)C(C)(C)OB([C:17]2[CH:18]=[C:19]3[C:23](=[CH:24][CH:25]=2)[NH:22][CH:21]=[CH:20]3)O1.C([O-])([O-])=O.[K+].[K+], predict the reaction product. The product is: [NH:22]1[C:23]2[C:19](=[CH:18][C:17]([C:2]3[S:3][C:4]([S:7][CH3:8])=[N:5][N:6]=3)=[CH:25][CH:24]=2)[CH:20]=[CH:21]1. (2) Given the reactants Cl[C:2]1[N:3]=[C:4]2[C:10]([C:11]3[CH:16]=[CH:15][CH:14]=[CH:13][CH:12]=3)=[C:9]([C:17]3[CH:22]=[CH:21][C:20]([C:23]4([NH:27][C:28](=[O:34])[O:29][C:30]([CH3:33])([CH3:32])[CH3:31])[CH2:26][CH2:25][CH2:24]4)=[CH:19][CH:18]=3)[O:8][C:5]2=[N:6][CH:7]=1.[CH3:35][C:36]1[C:40](B2OC(C)(C)C(C)(C)O2)=[C:39]([CH3:50])[NH:38][N:37]=1.P([O-])([O-])([O-])=O.[K+].[K+].[K+].O, predict the reaction product. The product is: [CH3:35][C:36]1[C:40]([C:2]2[N:3]=[C:4]3[C:10]([C:11]4[CH:16]=[CH:15][CH:14]=[CH:13][CH:12]=4)=[C:9]([C:17]4[CH:22]=[CH:21][C:20]([C:23]5([NH:27][C:28](=[O:34])[O:29][C:30]([CH3:33])([CH3:31])[CH3:32])[CH2:26][CH2:25][CH2:24]5)=[CH:19][CH:18]=4)[O:8][C:5]3=[N:6][CH:7]=2)=[C:39]([CH3:50])[NH:38][N:37]=1. (3) Given the reactants [NH:1]1[CH:5]=[CH:4][C:3]([C:6]([OH:8])=O)=[CH:2]1.[NH2:9][CH2:10][C:11]1[C:12]([CH3:26])=[CH:13][C:14]([NH:18][C:19](=[O:25])[O:20][C:21]([CH3:24])([CH3:23])[CH3:22])=[N:15][C:16]=1[CH3:17].CCN(C(C)C)C(C)C.CN(C(ON1N=NC2C=CC=CC1=2)=[N+](C)C)C.F[P-](F)(F)(F)(F)F, predict the reaction product. The product is: [NH:1]1[CH:5]=[CH:4][C:3]([C:6]([NH:9][CH2:10][C:11]2[C:12]([CH3:26])=[CH:13][C:14]([NH:18][C:19](=[O:25])[O:20][C:21]([CH3:22])([CH3:23])[CH3:24])=[N:15][C:16]=2[CH3:17])=[O:8])=[CH:2]1. (4) Given the reactants [NH2:1][C:2]1[CH:7]=[CH:6][C:5]([NH:8][S:9]([C:12]2[CH:13]=[C:14]([C:18]3[CH:23]=[CH:22][C:21]([F:24])=[CH:20][CH:19]=3)[CH:15]=[CH:16][CH:17]=2)(=[O:11])=[O:10])=[C:4]([O:25][CH3:26])[CH:3]=1.[C:27]1([N:33]=[C:34]=[O:35])[CH:32]=[CH:31][CH:30]=[CH:29][CH:28]=1.[C:36]1(C)C=CC=CC=1, predict the reaction product. The product is: [CH3:36][N:8]([C:5]1[CH:6]=[CH:7][C:2]([NH:1][C:34]([NH:33][C:27]2[CH:32]=[CH:31][CH:30]=[CH:29][CH:28]=2)=[O:35])=[CH:3][C:4]=1[O:25][CH3:26])[S:9]([C:12]1[CH:13]=[C:14]([C:18]2[CH:23]=[CH:22][C:21]([F:24])=[CH:20][CH:19]=2)[CH:15]=[CH:16][CH:17]=1)(=[O:11])=[O:10]. (5) Given the reactants [CH:1](=O)[CH2:2][CH2:3][CH3:4].[CH2:6]([NH:10][CH2:11][CH:12]([CH3:14])[CH3:13])[CH:7]([CH3:9])[CH3:8].O, predict the reaction product. The product is: [CH:1](/[N:10]([CH2:11][CH:12]([CH3:14])[CH3:13])[CH2:6][CH:7]([CH3:9])[CH3:8])=[CH:2]\[CH2:3][CH3:4]. (6) Given the reactants [Br:1][C:2]1[CH:3]=[C:4]([CH:17]=[CH:18][CH:19]=1)[NH:5][C:6]1[C:7]2[CH:15]=[CH:14][C:13](F)=[N:12][C:8]=2[N:9]=[CH:10][N:11]=1.[CH3:20][O-:21].[Na+].O, predict the reaction product. The product is: [Br:1][C:2]1[CH:3]=[C:4]([CH:17]=[CH:18][CH:19]=1)[NH:5][C:6]1[C:7]2[CH:15]=[CH:14][C:13]([O:21][CH3:20])=[N:12][C:8]=2[N:9]=[CH:10][N:11]=1. (7) Given the reactants Cl.[NH2:2][CH:3]1[CH2:8][CH2:7][N:6]([CH2:9][C@@H:10]([C:12]2[C:13]([CH3:22])=[C:14]3[C:18](=[CH:19][CH:20]=2)[C:17](=[O:21])[O:16][CH2:15]3)[OH:11])[CH2:5][CH2:4]1.[C:23]([C:25]1[CH:33]=[CH:32][C:28]([C:29](O)=[O:30])=[CH:27][N:26]=1)#[N:24], predict the reaction product. The product is: [C:23]([C:25]1[CH:33]=[CH:32][C:28]([C:29]([NH:2][CH:3]2[CH2:8][CH2:7][N:6]([CH2:9][C@H:10]([OH:11])[C:12]3[C:13]([CH3:22])=[C:14]4[C:18](=[CH:19][CH:20]=3)[C:17](=[O:21])[O:16][CH2:15]4)[CH2:5][CH2:4]2)=[O:30])=[CH:27][N:26]=1)#[N:24]. (8) Given the reactants Cl[C:2]1[N:28]=[C:27]([CH3:29])[CH:26]=[CH:25][C:3]=1[C:4]([NH:6][C:7]1[CH:8]=[C:9]2[C:13](=[CH:14][CH:15]=1)[CH2:12][N:11]([C:16](=[O:24])[CH2:17][C:18]1[CH:23]=[CH:22][CH:21]=[CH:20][CH:19]=1)[CH2:10]2)=[O:5].[CH3:30][CH:31]1[CH2:36][CH2:35][NH:34][CH2:33][CH2:32]1, predict the reaction product. The product is: [CH3:29][C:27]1[CH:26]=[CH:25][C:3]([C:4]([NH:6][C:7]2[CH:8]=[C:9]3[C:13](=[CH:14][CH:15]=2)[CH2:12][N:11]([C:16](=[O:24])[CH2:17][C:18]2[CH:23]=[CH:22][CH:21]=[CH:20][CH:19]=2)[CH2:10]3)=[O:5])=[C:2]([N:34]2[CH2:35][CH2:36][CH:31]([CH3:30])[CH2:32][CH2:33]2)[N:28]=1. (9) Given the reactants [N:1]([CH2:4][C:5]1[CH:6]=[CH:7][C:8]([C:11]([F:14])([F:13])[F:12])=[N:9][CH:10]=1)=[N+]=[N-].[H-].[H-].[H-].[H-].[Li+].[Al+3], predict the reaction product. The product is: [F:13][C:11]([F:12])([F:14])[C:8]1[N:9]=[CH:10][C:5]([CH2:4][NH2:1])=[CH:6][CH:7]=1.